Dataset: Catalyst prediction with 721,799 reactions and 888 catalyst types from USPTO. Task: Predict which catalyst facilitates the given reaction. (1) Reactant: [CH3:1][O:2][C:3]1[CH:4]=[C:5]([N:9]2[CH:13]=[C:12]([C:14](O)=[O:15])[C:11]([C:17]3[CH:22]=[CH:21][CH:20]=[CH:19][C:18]=3[N+:23]([O-])=O)=[N:10]2)[CH:6]=[CH:7][CH:8]=1.CO. Product: [CH3:1][O:2][C:3]1[CH:4]=[C:5]([N:9]2[CH:13]=[C:12]3[C:14](=[O:15])[NH:23][C:18]4[CH:19]=[CH:20][CH:21]=[CH:22][C:17]=4[C:11]3=[N:10]2)[CH:6]=[CH:7][CH:8]=1. The catalyst class is: 304. (2) Reactant: [O:1]1[C:5]2[CH:6]=[CH:7][CH:8]=[CH:9][C:4]=2[N:3]=[C:2]1[CH2:10][O:11][C:12]1[CH:17]=[CH:16][C:15]([C:18]2[C:22]([C:23]3[CH:28]=[CH:27][N:26]=[CH:25][CH:24]=3)=[CH:21][N:20]([CH2:29][CH2:30][OH:31])[N:19]=2)=[CH:14][CH:13]=1.[C:32]1([CH3:52])[CH:37]=[CH:36][C:35]([S:38](O[S:38]([C:35]2[CH:36]=[CH:37][C:32]([CH3:52])=[CH:33][CH:34]=2)(=[O:40])=[O:39])(=[O:40])=[O:39])=[CH:34][CH:33]=1.C(N(CC)CC)C. Product: [CH3:52][C:32]1[CH:37]=[CH:36][C:35]([S:38]([O:31][CH2:30][CH2:29][N:20]2[CH:21]=[C:22]([C:23]3[CH:28]=[CH:27][N:26]=[CH:25][CH:24]=3)[C:18]([C:15]3[CH:14]=[CH:13][C:12]([O:11][CH2:10][C:2]4[O:1][C:5]5[CH:6]=[CH:7][CH:8]=[CH:9][C:4]=5[N:3]=4)=[CH:17][CH:16]=3)=[N:19]2)(=[O:40])=[O:39])=[CH:34][CH:33]=1. The catalyst class is: 2. (3) Reactant: C(OC([N:8]1[CH2:13][CH2:12][CH:11]([C:14]2[CH:19]=[CH:18][CH:17]=[C:16]([C:20]3[CH:25]=[C:24]([C:26]([CH3:29])([CH3:28])[CH3:27])[C:23]([O:30][CH3:31])=[C:22]([C:32]([CH3:35])([CH3:34])[CH3:33])[CH:21]=3)[N:15]=2)[CH2:10][CH2:9]1)=O)(C)(C)C.C(C(O)=O)(F)(F)F. Product: [C:26]([C:24]1[CH:25]=[C:20]([C:16]2[CH:17]=[CH:18][CH:19]=[C:14]([CH:11]3[CH2:12][CH2:13][NH:8][CH2:9][CH2:10]3)[N:15]=2)[CH:21]=[C:22]([C:32]([CH3:35])([CH3:34])[CH3:33])[C:23]=1[O:30][CH3:31])([CH3:27])([CH3:28])[CH3:29]. The catalyst class is: 390. (4) Reactant: C(N(C(C)C)C(C)C)C.Cl[C:11]([O:13][C:14]1[CH:19]=[CH:18][C:17]([CH2:20][C:21]2[CH:26]=[CH:25][C:24]([C:27]([F:30])([F:29])[F:28])=[CH:23][CH:22]=2)=[CH:16][CH:15]=1)=[O:12].[N:31]1[CH:36]=[CH:35][CH:34]=[CH:33][C:32]=1[CH2:37][CH2:38][N:39]1[CH2:44][CH2:43][NH:42][CH2:41][CH2:40]1. Product: [F:28][C:27]([F:30])([F:29])[C:24]1[CH:25]=[CH:26][C:21]([CH2:20][C:17]2[CH:18]=[CH:19][C:14]([O:13][C:11]([N:42]3[CH2:43][CH2:44][N:39]([CH2:38][CH2:37][C:32]4[CH:33]=[CH:34][CH:35]=[CH:36][N:31]=4)[CH2:40][CH2:41]3)=[O:12])=[CH:15][CH:16]=2)=[CH:22][CH:23]=1. The catalyst class is: 4. (5) Reactant: [C:1]([O:4][C:5]1[CH:36]=[CH:35][C:8]2[N:9]=[C:10]([C:12]3[CH:17]=[CH:16][C:15]([NH:18][CH2:19]/[CH:20]=[CH:21]/[Sn](CCCC)(CCCC)CCCC)=[CH:14][CH:13]=3)[S:11][C:7]=2[CH:6]=1)(=[O:3])[CH3:2].[I:37]I. Product: [C:1]([O:4][C:5]1[CH:36]=[CH:35][C:8]2[N:9]=[C:10]([C:12]3[CH:17]=[CH:16][C:15]([NH:18][CH2:19]/[CH:20]=[CH:21]/[I:37])=[CH:14][CH:13]=3)[S:11][C:7]=2[CH:6]=1)(=[O:3])[CH3:2]. The catalyst class is: 22.